This data is from Forward reaction prediction with 1.9M reactions from USPTO patents (1976-2016). The task is: Predict the product of the given reaction. (1) Given the reactants Cl[C:2]1[C:11]2=[N:12][N:13](CC3C=CC(OC)=CC=3)[CH:14]=[C:10]2[C:9]2[CH:8]=[C:7]([O:24][CH3:25])[CH:6]=[CH:5][C:4]=2[N:3]=1.[CH3:26][O:27][CH2:28][CH2:29][O:30][C:31]1[CH:37]=[CH:36][C:34]([NH2:35])=[CH:33][CH:32]=1.Cl, predict the reaction product. The product is: [CH3:26][O:27][CH2:28][CH2:29][O:30][C:31]1[CH:37]=[CH:36][C:34]([NH:35][C:2]2[C:11]3[NH:12][N:13]=[CH:14][C:10]=3[C:9]3[CH:8]=[C:7]([O:24][CH3:25])[CH:6]=[CH:5][C:4]=3[N:3]=2)=[CH:33][CH:32]=1. (2) Given the reactants Br[C:2]1[CH:15]=[CH:14][CH:13]=[C:12]([Cl:16])[C:3]=1[CH2:4][O:5][CH:6]1[CH2:11][CH2:10][CH2:9][CH2:8][O:7]1.[Li]CCCC.[C:22]1(=[O:26])[CH2:25][CH2:24][CH2:23]1.O, predict the reaction product. The product is: [Cl:16][C:12]1[C:3]([CH2:4][O:5][CH:6]2[CH2:11][CH2:10][CH2:9][CH2:8][O:7]2)=[C:2]([C:22]2([OH:26])[CH2:25][CH2:24][CH2:23]2)[CH:15]=[CH:14][CH:13]=1. (3) Given the reactants [OH:1][C:2]1([CH2:25][C:26](=[O:28])[CH3:27])[C:10]2[C:5](=[CH:6][CH:7]=[CH:8][CH:9]=2)[N:4]([CH:11]2[CH2:16][CH2:15][N:14]([C:17]([O:19][C:20]([CH3:23])([CH3:22])[CH3:21])=[O:18])[CH2:13][CH2:12]2)[C:3]1=[O:24].[BH4-].[Na+], predict the reaction product. The product is: [OH:1][C:2]1([CH2:25][CH:26]([OH:28])[CH3:27])[C:10]2[C:5](=[CH:6][CH:7]=[CH:8][CH:9]=2)[N:4]([CH:11]2[CH2:16][CH2:15][N:14]([C:17]([O:19][C:20]([CH3:21])([CH3:22])[CH3:23])=[O:18])[CH2:13][CH2:12]2)[C:3]1=[O:24]. (4) Given the reactants [Cl:1][C:2]1[C:3]([C:33]2[C:41]3[C:36](=[CH:37][CH:38]=[CH:39][CH:40]=3)[NH:35][N:34]=2)=[N:4][C:5]([NH:8][C@@H:9]2[CH2:14][CH2:13][CH2:12][C@H:11]([N:15]([CH2:23][C:24]3[CH:29]=[CH:28][C:27]([N+:30]([O-])=O)=[CH:26][CH:25]=3)[C:16](=[O:22])[O:17][C:18]([CH3:21])([CH3:20])[CH3:19])[CH2:10]2)=[N:6][CH:7]=1.[NH4+].[Cl-], predict the reaction product. The product is: [C:18]([O:17][C:16](=[O:22])[N:15]([CH2:23][C:24]1[CH:25]=[CH:26][C:27]([NH2:30])=[CH:28][CH:29]=1)[C@H:11]1[CH2:12][CH2:13][CH2:14][C@@H:9]([NH:8][C:5]2[N:4]=[C:3]([C:33]3[C:41]4[C:36](=[CH:37][CH:38]=[CH:39][CH:40]=4)[NH:35][N:34]=3)[C:2]([Cl:1])=[CH:7][N:6]=2)[CH2:10]1)([CH3:21])([CH3:19])[CH3:20]. (5) Given the reactants CN1CCNCC1C[N:9]1[C:17](=[O:18])[C:16]2[C:11](=[CH:12][CH:13]=[CH:14][CH:15]=2)[C:10]1=[O:19].CC1SC2NC3C=CC=CC=3N=C(N)C=2C=1.C(N(C(C)C)CC)(C)C, predict the reaction product. The product is: [C:10]1(=[O:19])[C:11]2[C:16](=[CH:15][CH:14]=[CH:13][CH:12]=2)[C:17](=[O:18])[NH:9]1.